Dataset: Full USPTO retrosynthesis dataset with 1.9M reactions from patents (1976-2016). Task: Predict the reactants needed to synthesize the given product. (1) Given the product [F:34][C:2]([F:1])([F:35])[C:3]1[CH:4]=[C:5]([CH:31]=[CH:32][CH:33]=1)[CH2:6][N:7]1[C:15]2[C:10](=[CH:11][CH:12]=[CH:13][C:14]=2[C:16]([NH:18][C@H:19]([C:21]2[CH:30]=[CH:29][C:24]([C:25]([OH:27])=[O:26])=[CH:23][CH:22]=2)[CH3:20])=[O:17])[CH:9]=[CH:8]1, predict the reactants needed to synthesize it. The reactants are: [F:1][C:2]([F:35])([F:34])[C:3]1[CH:4]=[C:5]([CH:31]=[CH:32][CH:33]=1)[CH2:6][N:7]1[C:15]2[C:10](=[CH:11][CH:12]=[CH:13][C:14]=2[C:16]([NH:18][C@H:19]([C:21]2[CH:30]=[CH:29][C:24]([C:25]([O:27]C)=[O:26])=[CH:23][CH:22]=2)[CH3:20])=[O:17])[CH:9]=[CH:8]1.[OH-].[Na+]. (2) Given the product [N:1]1[CH:6]=[CH:5][CH:4]=[C:3]([C:7]2[CH:8]=[CH:9][C:10]([NH:32][C:23]([C:16]3[C:17]4[C:22](=[CH:21][CH:20]=[CH:19][CH:18]=4)[NH:14][CH:15]=3)=[O:25])=[CH:11][CH:12]=2)[CH:2]=1, predict the reactants needed to synthesize it. The reactants are: [N:1]1[CH:6]=[CH:5][CH:4]=[C:3]([C:7]2[CH:8]=[C:9](N)[CH:10]=[CH:11][CH:12]=2)[CH:2]=1.[NH:14]1[C:22]2[C:17](=[CH:18][CH:19]=[CH:20][CH:21]=2)[C:16]([C:23]([OH:25])=O)=[CH:15]1.C1CCC([N:32]=C=NC2CCCCC2)CC1.